This data is from Forward reaction prediction with 1.9M reactions from USPTO patents (1976-2016). The task is: Predict the product of the given reaction. (1) Given the reactants [CH:1]1([C:7]2([CH3:14])[C:11](=[O:12])[NH:10][N:9]=[C:8]2[CH3:13])[CH2:6][CH2:5][CH2:4][CH2:3][CH2:2]1.Br[CH2:16][C:17]([C:19]1[CH:23]=[CH:22][S:21][CH:20]=1)=[O:18], predict the reaction product. The product is: [CH:1]1([C:7]2([CH3:14])[C:11](=[O:12])[N:10]([CH2:16][C:17](=[O:18])[C:19]3[CH:23]=[CH:22][S:21][CH:20]=3)[N:9]=[C:8]2[CH3:13])[CH2:2][CH2:3][CH2:4][CH2:5][CH2:6]1. (2) Given the reactants [OH:1][C:2]1[CH:38]=[CH:37][C:5]([C:6]([N:8]([CH:34]([CH3:36])[CH3:35])[C:9]2[CH:14]=[C:13]([O:15][CH3:16])[CH:12]=[CH:11][C:10]=2[CH:17]2[CH2:26][CH2:25][C:24]3[CH:23]=[C:22]([O:27]C(=O)C(C)(C)C)[CH:21]=[CH:20][C:19]=3[CH2:18]2)=O)=[CH:4][CH:3]=1.Cl[CH:40]([CH3:49])[C:41]([N:43]1[CH2:48][CH2:47][CH2:46][CH2:45][CH2:44]1)=O, predict the reaction product. The product is: [CH:34]([N:8]([CH2:6][C:5]1[CH:4]=[CH:3][C:2]([O:1][CH:40]([CH3:49])[CH2:41][N:43]2[CH2:48][CH2:47][CH2:46][CH2:45][CH2:44]2)=[CH:38][CH:37]=1)[C:9]1[CH:14]=[C:13]([O:15][CH3:16])[CH:12]=[CH:11][C:10]=1[CH:17]1[CH2:26][CH2:25][C:24]2[CH:23]=[C:22]([OH:27])[CH:21]=[CH:20][C:19]=2[CH2:18]1)([CH3:36])[CH3:35]. (3) Given the reactants ClC1C=C(C=CC=1)C(OO)=[O:6].[CH3:12][C:13]1[N:14]([CH2:26][CH:27]([CH3:29])[CH3:28])[C:15]2[C:24]3[N:23]=[CH:22][CH:21]=[CH:20][C:19]=3[N:18]=[CH:17][C:16]=2[N:25]=1, predict the reaction product. The product is: [CH3:12][C:13]1[N:14]([CH2:26][CH:27]([CH3:29])[CH3:28])[C:15]2[C:24]3[N:23]=[CH:22][CH:21]=[CH:20][C:19]=3[N+:18]([O-:6])=[CH:17][C:16]=2[N:25]=1. (4) Given the reactants [NH2:1][C@H:2]([C:6]([S:9][CH2:10][CH2:11][CH2:12][OH:13])([CH3:8])[CH3:7])[C:3]([OH:5])=[O:4].[CH2:14](N(CC)CC)[CH3:15].C(O[C:26]1[CH:31]=CC=[CH:28][C:27]=1[S:32](Cl)(=[O:34])=[O:33])#CCC.Cl.O1[CH2:42][CH2:41][O:40][CH2:39][CH2:38]1.O, predict the reaction product. The product is: [CH2:39]([O:40][C:41]1[CH:42]=[CH:28][C:27]([S:32]([NH:1][C@H:2]([C:6]([S:9][CH2:10][CH2:11][CH2:12][OH:13])([CH3:8])[CH3:7])[C:3]([OH:5])=[O:4])(=[O:34])=[O:33])=[CH:26][CH:31]=1)[C:38]#[C:14][CH3:15]. (5) Given the reactants [C@@H:1]12[CH2:7][NH:6][C@@H:5]1[CH2:4][N:3]([C:8]([O:10][CH2:11][C:12]1[CH:17]=[CH:16][CH:15]=[CH:14][CH:13]=1)=[O:9])[CH2:2]2.Br[C:19]1[CH:20]=[C:21]([CH3:26])[C:22]([Cl:25])=[N:23][CH:24]=1, predict the reaction product. The product is: [Cl:25][C:22]1[N:23]=[CH:24][C:19]([N:6]2[CH2:7][C@@H:1]3[C@H:5]2[CH2:4][N:3]([C:8]([O:10][CH2:11][C:12]2[CH:17]=[CH:16][CH:15]=[CH:14][CH:13]=2)=[O:9])[CH2:2]3)=[CH:20][C:21]=1[CH3:26]. (6) Given the reactants C([Li])(C)(C)C.[F:6][C:7]1[CH:12]=[CH:11][C:10](I)=[CH:9][CH:8]=1.[N:14]1([C:19]2([C:23]#[N:24])[CH2:22][CH2:21][CH2:20]2)[CH2:18][CH2:17][CH2:16][CH2:15]1.C(=O)(O)[O-].[Na+].[BH4-].[Na+], predict the reaction product. The product is: [F:6][C:7]1[CH:12]=[CH:11][C:10]([CH:23]([NH2:24])[C:19]2([N:14]3[CH2:18][CH2:17][CH2:16][CH2:15]3)[CH2:20][CH2:21][CH2:22]2)=[CH:9][CH:8]=1. (7) Given the reactants Cl[C:2]1[C:3]2[N:4]([CH:10]=[C:11]([N+:13]([O-:15])=[O:14])[CH:12]=2)[N:5]=[CH:6][C:7]=1[C:8]#[N:9].[NH2:16][C:17]1[CH:22]=[CH:21][CH:20]=[CH:19][CH:18]=1.CCN(C(C)C)C(C)C, predict the reaction product. The product is: [N+:13]([C:11]1[CH:12]=[C:3]2[C:2]([NH:16][C:17]3[CH:22]=[CH:21][CH:20]=[CH:19][CH:18]=3)=[C:7]([C:8]#[N:9])[CH:6]=[N:5][N:4]2[CH:10]=1)([O-:15])=[O:14]. (8) Given the reactants [CH3:1][C:2]1[N:7]=[C:6]([C:8]([OH:10])=O)[CH:5]=[CH:4][CH:3]=1.CCN(C(C)C)C(C)C.CN(C(ON1N=NC2C=CC=CC1=2)=[N+](C)C)C.[B-](F)(F)(F)F.[C@@H:42]12[CH2:48][C@@H:47]1[CH2:46][C@@H:45]([CH2:49][NH:50][C:51]1[CH:56]=[CH:55][C:54]([C:57]([F:60])([F:59])[F:58])=[CH:53][N:52]=1)[NH:44][CH2:43]2, predict the reaction product. The product is: [CH3:1][C:2]1[N:7]=[C:6]([C:8]([N:44]2[C@H:45]([CH2:49][NH:50][C:51]3[CH:56]=[CH:55][C:54]([C:57]([F:58])([F:59])[F:60])=[CH:53][N:52]=3)[CH2:46][C@@H:47]3[C@@H:42]([CH2:48]3)[CH2:43]2)=[O:10])[CH:5]=[CH:4][CH:3]=1. (9) Given the reactants [NH:1]1[CH:5]=[C:4]([C:6]2[C:7]([C:12]3[CH:17]=[CH:16][CH:15]=[CH:14][CH:13]=3)=[N:8][O:9][C:10]=2[CH3:11])[N:3]=[CH:2]1.CN(CCN(C)C)C.[F:26][C:27]1[CH:32]=[CH:31][C:30](B(O)O)=[CH:29][CH:28]=1.N, predict the reaction product. The product is: [F:26][C:27]1[CH:32]=[CH:31][C:30]([N:1]2[CH:5]=[C:4]([C:6]3[C:7]([C:12]4[CH:13]=[CH:14][CH:15]=[CH:16][CH:17]=4)=[N:8][O:9][C:10]=3[CH3:11])[N:3]=[CH:2]2)=[CH:29][CH:28]=1.